Dataset: HIV replication inhibition screening data with 41,000+ compounds from the AIDS Antiviral Screen. Task: Binary Classification. Given a drug SMILES string, predict its activity (active/inactive) in a high-throughput screening assay against a specified biological target. (1) The molecule is COC(=O)c1c2c(cc3c1CC1(Cc4cc5c(c(C=O)c4C1)CCC5)C3)CCC2. The result is 0 (inactive). (2) The compound is O=c1c2ccccc2sc2ccccc12. The result is 0 (inactive).